From a dataset of Catalyst prediction with 721,799 reactions and 888 catalyst types from USPTO. Predict which catalyst facilitates the given reaction. (1) Reactant: C([O:4][CH2:5][C:6]1[C:11](B2OC(C)(C)C(C)(C)O2)=[CH:10][CH:9]=[CH:8][C:7]=1[N:21]1[N:30]=[CH:29][C:28]2[C:23](=[C:24]([F:35])[CH:25]=[C:26]([C:31]([CH3:34])([CH3:33])[CH3:32])[CH:27]=2)[C:22]1=[O:36])(=O)C.Cl[C:38]1[CH:39]=[C:40]([NH:46][C:47]2[CH:52]=[CH:51][C:50]([N:53]3[CH2:58][CH2:57][N:56]([CH2:59][CH3:60])[CH2:55][CH2:54]3)=[CH:49][N:48]=2)[C:41](=[O:45])[N:42]([CH3:44])[N:43]=1.P([O-])([O-])([O-])=O.[K+].[K+].[K+].C1(P(C2CCCCC2)C2C=CC=CC=2C2C(C(C)C)=CC(C(C)C)=CC=2C(C)C)CCCCC1.[Cl-].[NH4+]. The catalyst class is: 729. Product: [C:31]([C:26]1[CH:27]=[C:28]2[C:23](=[C:24]([F:35])[CH:25]=1)[C:22](=[O:36])[N:21]([C:7]1[CH:8]=[CH:9][CH:10]=[C:11]([C:38]3[CH:39]=[C:40]([NH:46][C:47]4[CH:52]=[CH:51][C:50]([N:53]5[CH2:54][CH2:55][N:56]([CH2:59][CH3:60])[CH2:57][CH2:58]5)=[CH:49][N:48]=4)[C:41](=[O:45])[N:42]([CH3:44])[N:43]=3)[C:6]=1[CH2:5][OH:4])[N:30]=[CH:29]2)([CH3:32])([CH3:33])[CH3:34]. (2) Reactant: [CH2:1]([O:3][C:4](=[O:27])[CH:5]=[CH:6][CH2:7][C@H:8]([CH2:12][C:13]1[CH:18]=[CH:17][C:16]([O:19][CH3:20])=[C:15]([O:21][CH2:22][CH2:23][CH2:24][O:25][CH3:26])[CH:14]=1)[CH:9]([CH3:11])[CH3:10])[CH3:2].CO[N:30]([CH2:36][C:37]1[CH:42]=[CH:41][CH:40]=[CH:39][CH:38]=1)[CH2:31][Si](C)(C)C.F[C:44](F)(F)C(O)=O.C([O-])(O)=O.[Na+]. Product: [CH2:1]([O:3][C:4]([C@H:5]1[C@H:6]([CH2:7][C@H:8]([CH2:12][C:13]2[CH:18]=[CH:17][C:16]([O:19][CH3:20])=[C:15]([O:21][CH2:22][CH2:23][CH2:24][O:25][CH3:26])[CH:14]=2)[CH:9]([CH3:11])[CH3:10])[CH2:44][N:30]([CH2:36][C:37]2[CH:42]=[CH:41][CH:40]=[CH:39][CH:38]=2)[CH2:31]1)=[O:27])[CH3:2]. The catalyst class is: 308.